From a dataset of Forward reaction prediction with 1.9M reactions from USPTO patents (1976-2016). Predict the product of the given reaction. Given the reactants [F:1][C:2]1[CH:3]=[C:4]([C:8]2[C@:9]3([CH2:25][CH2:24][C@H:23]4[C@@H:14]([CH2:15][CH2:16][C:17]5[CH:18]=[C:19]([C:26]([OH:28])=O)[CH:20]=[CH:21][C:22]=54)[C@@H:11]3[CH2:12][CH:13]=2)[CH3:10])[CH:5]=[N:6][CH:7]=1.[NH2:29][C@@H:30]([CH3:33])[CH2:31][OH:32], predict the reaction product. The product is: [F:1][C:2]1[CH:3]=[C:4]([C:8]2[C@:9]3([CH2:25][CH2:24][C@H:23]4[C@@H:14]([CH2:15][CH2:16][C:17]5[CH:18]=[C:19]([C:26]([NH:29][C@H:30]([CH2:31][OH:32])[CH3:33])=[O:28])[CH:20]=[CH:21][C:22]=54)[C@@H:11]3[CH2:12][CH:13]=2)[CH3:10])[CH:5]=[N:6][CH:7]=1.